From a dataset of Peptide-MHC class I binding affinity with 185,985 pairs from IEDB/IMGT. Regression. Given a peptide amino acid sequence and an MHC pseudo amino acid sequence, predict their binding affinity value. This is MHC class I binding data. (1) The peptide sequence is IRFPKTFGY. The MHC is HLA-A02:06 with pseudo-sequence HLA-A02:06. The binding affinity (normalized) is 0. (2) The peptide sequence is AEWVLAYML. The MHC is HLA-B18:01 with pseudo-sequence HLA-B18:01. The binding affinity (normalized) is 0.442. (3) The peptide sequence is LNYIFNFL. The MHC is H-2-Kb with pseudo-sequence H-2-Kb. The binding affinity (normalized) is 1.00. (4) The peptide sequence is MVSDTIMKR. The MHC is HLA-A33:01 with pseudo-sequence HLA-A33:01. The binding affinity (normalized) is 0.729. (5) The peptide sequence is TPEQKAYVPA. The MHC is HLA-B53:01 with pseudo-sequence HLA-B53:01. The binding affinity (normalized) is 0.00934. (6) The MHC is HLA-A02:03 with pseudo-sequence HLA-A02:03. The binding affinity (normalized) is 0.401. The peptide sequence is EVLMSPCRM. (7) The binding affinity (normalized) is 0.0623. The MHC is HLA-B07:02 with pseudo-sequence HLA-B07:02. The peptide sequence is RVKEKYQHL.